This data is from Full USPTO retrosynthesis dataset with 1.9M reactions from patents (1976-2016). The task is: Predict the reactants needed to synthesize the given product. (1) Given the product [N:12]1[CH:13]=[CH:14][CH:15]=[CH:16][C:11]=1[C:10]1[O:17][C:2]2[CH2:3][N:4]([C:18]([O:20][CH2:21][C:22]3[CH:27]=[CH:26][CH:25]=[CH:24][CH:23]=3)=[O:19])[CH2:5][CH2:6][CH2:7][C:8]=2[N:9]=1, predict the reactants needed to synthesize it. The reactants are: O=[C:2]1[CH:8]([NH:9][C:10](=[O:17])[C:11]2[CH:16]=[CH:15][CH:14]=[CH:13][N:12]=2)[CH2:7][CH2:6][CH2:5][N:4]([C:18]([O:20][CH2:21][C:22]2[CH:27]=[CH:26][CH:25]=[CH:24][CH:23]=2)=[O:19])[CH2:3]1.P(Cl)(Cl)(Cl)(Cl)Cl. (2) Given the product [C:1]([O:5][C:6]([NH:8][C:9]1[O:17][C:16]2[C:11](=[N:12][CH:13]=[C:14]([CH2:18][CH2:19][CH2:20][N:21]3[CH2:26][CH2:25][O:24][CH2:23][CH2:22]3)[CH:15]=2)[C:10]=1[C:27]([OH:29])=[O:28])=[O:7])([CH3:4])([CH3:2])[CH3:3], predict the reactants needed to synthesize it. The reactants are: [C:1]([O:5][C:6]([NH:8][C:9]1[O:17][C:16]2[C:11](=[N:12][CH:13]=[C:14]([CH2:18][CH2:19][CH2:20][N:21]3[CH2:26][CH2:25][O:24][CH2:23][CH2:22]3)[CH:15]=2)[C:10]=1[C:27]([O:29]CC)=[O:28])=[O:7])([CH3:4])([CH3:3])[CH3:2].[Li+].[OH-]. (3) Given the product [Cl:4][C:5]1[CH:10]=[CH:9][C:8]([C:11]([C:12]2[CH:18]=[N:19][O:14][C:13]=2[CH:15]2[CH2:17][CH2:16]2)=[O:22])=[C:7]([N:23]([CH2:28][CH3:29])[S:24]([CH3:27])(=[O:26])=[O:25])[CH:6]=1, predict the reactants needed to synthesize it. The reactants are: Cl.NO.[Cl:4][C:5]1[CH:10]=[CH:9][C:8]([C:11](=[O:22])[C:12](=[CH:18][N:19](C)C)[C:13]([CH:15]2[CH2:17][CH2:16]2)=[O:14])=[C:7]([N:23]([CH2:28][CH3:29])[S:24]([CH3:27])(=[O:26])=[O:25])[CH:6]=1. (4) Given the product [NH2:1][C:2]1[C:6]2[C:7](=[O:19])[N:8]([C:12]3[CH:17]=[CH:16][CH:15]=[CH:14][C:13]=3[CH3:18])[CH:9]=[C:10]([C:44]3[CH:49]=[CH:48][CH:47]=[CH:46][N:45]=3)[C:5]=2[NH:4][N:3]=1, predict the reactants needed to synthesize it. The reactants are: [NH2:1][C:2]1[C:6]2[C:7](=[O:19])[N:8]([C:12]3[CH:17]=[CH:16][CH:15]=[CH:14][C:13]=3[CH3:18])[CH:9]=[C:10](Br)[C:5]=2[NH:4][N:3]=1.CC1(C)C(C)(C)OB(B2OC(C)(C)C(C)(C)O2)O1.C([O-])(=O)C.[K+].Br[C:44]1[CH:49]=[CH:48][CH:47]=[CH:46][N:45]=1.C(=O)([O-])[O-].[Na+].[Na+]. (5) Given the product [NH:9]1[CH2:8][CH:7]([C:5]2[N:4]([CH:18]([CH3:19])[CH3:20])[N:3]=[C:2]([I:1])[CH:6]=2)[CH2:10]1, predict the reactants needed to synthesize it. The reactants are: [I:1][C:2]1[CH:6]=[C:5]([CH:7]2[CH2:10][N:9](C(OC(C)(C)C)=O)[CH2:8]2)[N:4]([CH:18]([CH3:20])[CH3:19])[N:3]=1.FC(F)(F)C(O)=O.